From a dataset of Reaction yield outcomes from USPTO patents with 853,638 reactions. Predict the reaction yield, written as a fraction of the theoretical maximum amount of product (1.0 means a 100% yield; for example, 0.34 means a 34% yield). (1) The reactants are Br[C:2]1[C:3]2[C:8]([CH:9]=[C:10]3[C:15]=1[CH:14]=[CH:13][CH:12]=[CH:11]3)=[CH:7][CH:6]=[CH:5][CH:4]=2.[C:16]1(B(O)O)[CH:21]=[CH:20][CH:19]=[CH:18][CH:17]=1.C(=O)([O-])[O-].[K+].[K+].C1(C)C=CC=CC=1P(C1C=CC=CC=1C)C1C=CC=CC=1C. The catalyst is C([O-])(=O)C.[Pd+2].C([O-])(=O)C.COCCOC. The product is [C:16]1([C:2]2[C:3]3[C:8]([CH:9]=[C:10]4[C:15]=2[CH:14]=[CH:13][CH:12]=[CH:11]4)=[CH:7][CH:6]=[CH:5][CH:4]=3)[CH:21]=[CH:20][CH:19]=[CH:18][CH:17]=1. The yield is 0.850. (2) The reactants are [Cl:1][C:2]1[C:3]2[C:8]([CH:9]=[C:10]3[C:15]=1[N:14]=[C:13]([C:16]1[N:17]([C:25]4[C:30]([Cl:31])=[CH:29][CH:28]=[CH:27][N:26]=4)[N:18]=[C:19]([C:21]([F:24])([F:23])[F:22])[CH:20]=1)[O:12][C:11]3=[O:32])=[N:7][CH:6]=[CH:5][N:4]=2.[CH:33]1([CH2:36][NH2:37])[CH2:35][CH2:34]1. The catalyst is C1COCC1. The product is [CH:33]1([CH2:36][NH:37][C:11]([C:10]2[CH:9]=[C:8]3[C:3](=[C:2]([Cl:1])[C:15]=2[NH:14][C:13]([C:16]2[N:17]([C:25]4[C:30]([Cl:31])=[CH:29][CH:28]=[CH:27][N:26]=4)[N:18]=[C:19]([C:21]([F:23])([F:24])[F:22])[CH:20]=2)=[O:12])[N:4]=[CH:5][CH:6]=[N:7]3)=[O:32])[CH2:35][CH2:34]1. The yield is 0.740. (3) The product is [Cl:1][C:2]1[CH:9]=[C:8]([F:10])[CH:7]=[CH:6][C:3]=1[CH2:4][NH:5][C:12]1[S:11][CH2:17][C:15](=[O:16])[N:14]=1. The yield is 0.165. The reactants are [Cl:1][C:2]1[CH:9]=[C:8]([F:10])[CH:7]=[CH:6][C:3]=1[CH2:4][NH2:5].[S:11]1[CH2:17][C:15](=[O:16])[NH:14][C:12]1=S.CCN(C(C)C)C(C)C. The catalyst is C(#N)C. (4) The reactants are [C:1]([O:4][C:5]1[CH:10]=[CH:9][C:8]([NH:11][C:12](=[O:14])[CH3:13])=[C:7]([OH:15])[CH:6]=1)(=[O:3])[CH3:2].[N+](C1C=C(S(O[CH2:29][C@@H:30]2[CH2:32][O:31]2)(=O)=O)C=CC=1)([O-])=O.C(=O)([O-])[O-].[Cs+].[Cs+]. The catalyst is CN1CCCC1=O. The product is [C:1]([O:4][C:5]1[CH:10]=[CH:9][C:8]([NH:11][C:12](=[O:14])[CH3:13])=[C:7]([O:15][CH2:29][C@@H:30]2[CH2:32][O:31]2)[CH:6]=1)(=[O:3])[CH3:2]. The yield is 0.380. (5) The reactants are [NH2:1][C:2]1[CH:7]=[CH:6][C:5]([NH2:8])=[CH:4][C:3]=1[S:9]([NH2:12])(=[O:11])=[O:10].N1C=CC=CC=1.[CH3:19][S:20](Cl)(=[O:22])=[O:21]. The catalyst is ClCCl. The product is [NH2:1][C:2]1[CH:7]=[CH:6][C:5]([NH:8][S:20]([CH3:19])(=[O:22])=[O:21])=[CH:4][C:3]=1[S:9]([NH2:12])(=[O:10])=[O:11]. The yield is 0.730. (6) The reactants are [NH2:1][C:2]1[N:7]=[CH:6][N:5]=[C:4]([NH:8][C@H:9]([C:11]2[N:16]([C:17]3[CH:22]=[CH:21][CH:20]=[CH:19][CH:18]=3)[C:15](=[O:23])[C:14]3=[C:24]([CH3:27])[CH:25]=[CH:26][N:13]3[N:12]=2)[CH3:10])[C:3]=1Br.[CH3:29][O:30][C:31]1[CH:36]=[C:35]([O:37][CH3:38])[CH:34]=[CH:33][C:32]=1[S:39]([NH:42][C:43]1[CH:48]=[CH:47][CH:46]=[C:45](B2OC(C)(C)C(C)(C)O2)[CH:44]=1)(=[O:41])=[O:40].C(=O)([O-])[O-].[Cs+].[Cs+]. No catalyst specified. The product is [NH2:1][C:2]1[C:3]([C:45]2[CH:44]=[C:43]([NH:42][S:39]([C:32]3[CH:33]=[CH:34][C:35]([O:37][CH3:38])=[CH:36][C:31]=3[O:30][CH3:29])(=[O:41])=[O:40])[CH:48]=[CH:47][CH:46]=2)=[C:4]([NH:8][C@H:9]([C:11]2[N:16]([C:17]3[CH:22]=[CH:21][CH:20]=[CH:19][CH:18]=3)[C:15](=[O:23])[C:14]3=[C:24]([CH3:27])[CH:25]=[CH:26][N:13]3[N:12]=2)[CH3:10])[N:5]=[CH:6][N:7]=1. The yield is 0.730.